This data is from NCI-60 drug combinations with 297,098 pairs across 59 cell lines. The task is: Regression. Given two drug SMILES strings and cell line genomic features, predict the synergy score measuring deviation from expected non-interaction effect. (1) Drug 1: C1=CC(=CC=C1CC(C(=O)O)N)N(CCCl)CCCl.Cl. Drug 2: C1C(C(OC1N2C=C(C(=O)NC2=O)F)CO)O. Cell line: HCT-15. Synergy scores: CSS=53.6, Synergy_ZIP=1.50, Synergy_Bliss=1.23, Synergy_Loewe=-5.75, Synergy_HSA=2.13. (2) Drug 1: C1=CN(C(=O)N=C1N)C2C(C(C(O2)CO)O)O.Cl. Drug 2: CN1C2=C(C=C(C=C2)N(CCCl)CCCl)N=C1CCCC(=O)O.Cl. Cell line: HOP-92. Synergy scores: CSS=26.6, Synergy_ZIP=-11.0, Synergy_Bliss=0.930, Synergy_Loewe=-23.4, Synergy_HSA=0.462. (3) Drug 2: C1=CN(C=N1)CC(O)(P(=O)(O)O)P(=O)(O)O. Drug 1: CC1=C(C=C(C=C1)C(=O)NC2=CC(=CC(=C2)C(F)(F)F)N3C=C(N=C3)C)NC4=NC=CC(=N4)C5=CN=CC=C5. Cell line: A549. Synergy scores: CSS=-0.766, Synergy_ZIP=1.30, Synergy_Bliss=0.351, Synergy_Loewe=0.902, Synergy_HSA=-3.21. (4) Drug 1: C1C(C(OC1N2C=NC3=C(N=C(N=C32)Cl)N)CO)O. Drug 2: C#CCC(CC1=CN=C2C(=N1)C(=NC(=N2)N)N)C3=CC=C(C=C3)C(=O)NC(CCC(=O)O)C(=O)O. Cell line: HOP-62. Synergy scores: CSS=11.4, Synergy_ZIP=-8.70, Synergy_Bliss=-12.9, Synergy_Loewe=-9.79, Synergy_HSA=-8.76. (5) Drug 1: CC1=CC2C(CCC3(C2CCC3(C(=O)C)OC(=O)C)C)C4(C1=CC(=O)CC4)C. Drug 2: CN(C)C1=NC(=NC(=N1)N(C)C)N(C)C. Cell line: IGROV1. Synergy scores: CSS=-3.30, Synergy_ZIP=0.150, Synergy_Bliss=-0.748, Synergy_Loewe=-2.88, Synergy_HSA=-2.29.